The task is: Predict the product of the given reaction.. This data is from Forward reaction prediction with 1.9M reactions from USPTO patents (1976-2016). The product is: [C:1]([O:9][C@H:10]1[C@@H:21]([O:22][C:23](=[O:30])[C:24]2[CH:29]=[CH:28][CH:27]=[CH:26][CH:25]=2)[C@H:20]([O:31][C:32](=[O:39])[C:33]2[CH:38]=[CH:37][CH:36]=[CH:35][CH:34]=2)[C@@H:19]([CH2:40][OH:41])[O:18][C@@H:11]1[O:12][CH2:13][CH2:14][N:15]=[N+:16]=[N-:17])(=[O:8])[C:2]1[CH:7]=[CH:6][CH:5]=[CH:4][CH:3]=1. Given the reactants [C:1]([O:9][C@H:10]1[C@@H:21]([O:22][C:23](=[O:30])[C:24]2[CH:29]=[CH:28][CH:27]=[CH:26][CH:25]=2)[C@H:20]([O:31][C:32](=[O:39])[C:33]2[CH:38]=[CH:37][CH:36]=[CH:35][CH:34]=2)[C@@H:19]([CH:40](C(C2C=CC=CC=2)(C2C=CC=CC=2)C2C=CC=CC=2)[OH:41])[O:18][C@@H:11]1[O:12][CH2:13][CH2:14][N:15]=[N+:16]=[N-:17])(=[O:8])[C:2]1[CH:7]=[CH:6][CH:5]=[CH:4][CH:3]=1.C(O)(C(F)(F)F)=O, predict the reaction product.